This data is from Reaction yield outcomes from USPTO patents with 853,638 reactions. The task is: Predict the reaction yield, written as a fraction of the theoretical maximum amount of product (1.0 means a 100% yield; for example, 0.34 means a 34% yield). (1) The reactants are [F:1][C:2]1[CH:7]=[CH:6][CH:5]=[C:4]([F:8])[C:3]=1[C:9]1[C:14]([F:15])=[CH:13][CH:12]=[C:11]([CH3:16])[N:10]=1.[O-:17][Mn](=O)(=O)=O.[K+].[OH2:23]. No catalyst specified. The product is [F:1][C:2]1[CH:7]=[CH:6][CH:5]=[C:4]([F:8])[C:3]=1[C:9]1[N:10]=[C:11]([C:16]([OH:17])=[O:23])[CH:12]=[CH:13][C:14]=1[F:15]. The yield is 0.320. (2) The reactants are [NH2:1][C:2]1[CH:11]=[CH:10][C:5]([O:6][CH2:7][CH2:8][OH:9])=[C:4]([N:12]2[C:16]([CH:17]3[CH2:19][CH2:18]3)=[N:15][N:14]=[N:13]2)[CH:3]=1.Cl.Cl[C:22]1[N:27]=[C:26]([NH:28][C@@H:29]2[CH2:37][C@H:36]3[N:32]([CH2:33][CH2:34][CH2:35]3)[C:31]([CH3:39])([CH3:38])[CH2:30]2)[C:25]([F:40])=[CH:24][N:23]=1.CC1C=CC(S(O)(=O)=O)=CC=1.O. The catalyst is CC(O)C. The product is [CH:17]1([C:16]2[N:12]([C:4]3[CH:3]=[C:2]([NH:1][C:22]4[N:27]=[C:26]([NH:28][C@@H:29]5[CH2:37][C@H:36]6[N:32]([CH2:33][CH2:34][CH2:35]6)[C:31]([CH3:38])([CH3:39])[CH2:30]5)[C:25]([F:40])=[CH:24][N:23]=4)[CH:11]=[CH:10][C:5]=3[O:6][CH2:7][CH2:8][OH:9])[N:13]=[N:14][N:15]=2)[CH2:19][CH2:18]1. The yield is 0.660. (3) The reactants are [N:1]([CH:4]([C:6]1[N:7]=[C:8]2[S:16][CH:15]=[C:14]([CH3:17])[N:9]2[C:10](=[O:13])[C:11]=1Br)[CH3:5])=[N+:2]=[N-:3].[F:18][C:19]1[CH:20]=[C:21](B(O)O)[CH:22]=[C:23]([F:25])[CH:24]=1.C(=O)([O-])[O-].[Na+].[Na+].O. The catalyst is O1CCOCC1.C(OCC)(=O)C.C1C=CC([P]([Pd]([P](C2C=CC=CC=2)(C2C=CC=CC=2)C2C=CC=CC=2)([P](C2C=CC=CC=2)(C2C=CC=CC=2)C2C=CC=CC=2)[P](C2C=CC=CC=2)(C2C=CC=CC=2)C2C=CC=CC=2)(C2C=CC=CC=2)C2C=CC=CC=2)=CC=1. The product is [N:1]([CH:4]([C:6]1[N:7]=[C:8]2[S:16][CH:15]=[C:14]([CH3:17])[N:9]2[C:10](=[O:13])[C:11]=1[C:21]1[CH:20]=[C:19]([F:18])[CH:24]=[C:23]([F:25])[CH:22]=1)[CH3:5])=[N+:2]=[N-:3]. The yield is 0.310. (4) The yield is 0.176. The reactants are C([O-])([O-])=O.[K+].[K+].[C:7]1([C:13]2[O:17][N:16]=[C:15]([CH2:18]OS(C)(=O)=O)[CH:14]=2)[CH:12]=[CH:11][CH:10]=[CH:9][CH:8]=1.Cl.[NH2:25][CH2:26][C:27]([N:29]1[CH2:34][CH2:33][N:32]([C:35](=[O:47])[C:36]2[CH:41]=[C:40]([F:42])[CH:39]=[CH:38][C:37]=2[C:43]([F:46])([F:45])[F:44])[CH2:31][CH2:30]1)=[O:28].O. The catalyst is CN(C=O)C. The product is [F:42][C:40]1[CH:39]=[CH:38][C:37]([C:43]([F:45])([F:44])[F:46])=[C:36]([CH:41]=1)[C:35]([N:32]1[CH2:33][CH2:34][N:29]([C:27](=[O:28])[CH2:26][NH:25][CH2:18][C:15]2[CH:14]=[C:13]([C:7]3[CH:8]=[CH:9][CH:10]=[CH:11][CH:12]=3)[O:17][N:16]=2)[CH2:30][CH2:31]1)=[O:47]. (5) The product is [Cl:13][C:14]1[N:19]=[C:18]([NH:4][C:3]2[CH:5]=[C:6]([O:9][CH2:10][CH:11]=[CH2:12])[CH:7]=[CH:8][C:2]=2[CH3:1])[CH:17]=[CH:16][N:15]=1. The yield is 0.200. The catalyst is C(O)(C)(C)C.CCOC(C)=O.O. The reactants are [CH3:1][C:2]1[CH:8]=[CH:7][C:6]([O:9][CH2:10][CH:11]=[CH2:12])=[CH:5][C:3]=1[NH2:4].[Cl:13][C:14]1[N:19]=[C:18](Cl)[CH:17]=[CH:16][N:15]=1.C(=O)(O)[O-].[Na+].ClN1C=CC(Cl)=NC1. (6) The reactants are [Cl:1][C:2]1[CH:7]=[C:6]([Cl:8])[CH:5]=[CH:4][C:3]=1[CH:9](O[Si](C)(C)C)[C:10]#[N:11].C(N(S(F)(F)[F:23])CC)C.C(=O)(O)[O-].[Na+]. The catalyst is ClCCl. The product is [Cl:1][C:2]1[CH:7]=[C:6]([Cl:8])[CH:5]=[CH:4][C:3]=1[CH:9]([F:23])[C:10]#[N:11]. The yield is 0.890. (7) The reactants are [CH:1]1([CH2:6][C@H:7]([CH2:18][C:19]([O:21][C:22]([CH3:25])([CH3:24])[CH3:23])=[O:20])[C:8]([N:10]2[CH:14]([C:15](O)=[O:16])[CH2:13][CH:12]=[N:11]2)=[O:9])[CH2:5][CH2:4][CH2:3][CH2:2]1.COC1N=C(OC)N=C([N+]2(C)CCOCC2)N=1.CN1CCOCC1.[CH2:50]([C:52]1[N:57]=[C:56]([NH2:58])[CH:55]=[CH:54][CH:53]=1)[CH3:51]. The catalyst is C(#N)C. The product is [CH:1]1([CH2:6][C@@H:7]([C:8]([N:10]2[CH:14]([C:15]([NH:58][C:56]3[CH:55]=[CH:54][CH:53]=[C:52]([CH2:50][CH3:51])[N:57]=3)=[O:16])[CH2:13][CH:12]=[N:11]2)=[O:9])[CH2:18][C:19]([O:21][C:22]([CH3:23])([CH3:24])[CH3:25])=[O:20])[CH2:2][CH2:3][CH2:4][CH2:5]1. The yield is 0.790. (8) The reactants are [C:1]([O:5][C:6](=[O:19])[NH:7][CH2:8][CH2:9][CH2:10][CH2:11][C:12]1[CH:17]=[CH:16][C:15]([NH2:18])=[CH:14][CH:13]=1)([CH3:4])([CH3:3])[CH3:2].[CH2:20]([O:22][C:23](=[O:28])[CH2:24][CH2:25][CH2:26]Br)[CH3:21].CN1CCOCC1. The catalyst is CN(C=O)C. The product is [CH2:20]([O:22][C:23](=[O:28])[CH2:24][CH2:25][CH2:26][NH:18][C:15]1[CH:14]=[CH:13][C:12]([CH2:11][CH2:10][CH2:9][CH2:8][NH:7][C:6]([O:5][C:1]([CH3:4])([CH3:2])[CH3:3])=[O:19])=[CH:17][CH:16]=1)[CH3:21]. The yield is 0.180. (9) The reactants are [CH3:1][N:2]([CH:10]1[CH2:15][CH2:14][N:13]([CH2:16][C:17]2([CH3:28])[O:21][C:20]3=[N:22][C:23]([N+:25]([O-:27])=[O:26])=[CH:24][N:19]3[CH2:18]2)[CH2:12][CH2:11]1)[C:3](=[O:9])[O:4]C(C)(C)C.FC(F)(F)C(O)=O.C(N(CC)CC)C.C(Cl)(=O)O[CH2:45][C:46]1[CH:51]=[CH:50][CH:49]=[CH:48][CH:47]=1. The yield is 0.820. The product is [CH3:1][N:2]([CH:10]1[CH2:15][CH2:14][N:13]([CH2:16][C:17]2([CH3:28])[O:21][C:20]3=[N:22][C:23]([N+:25]([O-:27])=[O:26])=[CH:24][N:19]3[CH2:18]2)[CH2:12][CH2:11]1)[C:3](=[O:9])[O:4][CH2:45][C:46]1[CH:51]=[CH:50][CH:49]=[CH:48][CH:47]=1. The catalyst is C(Cl)Cl.O. (10) The catalyst is CO. The yield is 0.980. The product is [Cl:5][C:6]1[CH:7]=[C:8]2[C:13](=[CH:14][CH:15]=1)[CH:12]=[C:11]([S:16][CH2:2][CH2:3][OH:4])[CH:10]=[CH:9]2. The reactants are Br[CH2:2][CH2:3][OH:4].[Cl:5][C:6]1[CH:7]=[C:8]2[C:13](=[CH:14][CH:15]=1)[CH:12]=[C:11]([SH:16])[CH:10]=[CH:9]2.[OH-].[Na+].